This data is from Full USPTO retrosynthesis dataset with 1.9M reactions from patents (1976-2016). The task is: Predict the reactants needed to synthesize the given product. (1) Given the product [CH3:19][O:18][C:14]1[N:13]=[N:12][C:17]([S:1][C:2]2[NH:3][C:4]3[C:9]([CH:10]=2)=[CH:8][CH:7]=[CH:6][CH:5]=3)=[CH:16][CH:15]=1, predict the reactants needed to synthesize it. The reactants are: [SH:1][C:2]1[NH:3][C:4]2[C:9]([CH:10]=1)=[CH:8][CH:7]=[CH:6][CH:5]=2.Cl[N:12]1[CH:17]=[CH:16][CH:15]=[C:14]([O:18][CH3:19])[NH:13]1.C(=O)([O-])[O-].[K+].[K+]. (2) Given the product [CH3:21][O:22][C:23]1[CH:28]=[CH:27][C:26]([S:29]([NH:1][C:2]2[CH:7]=[CH:6][CH:5]=[CH:4][C:3]=2[NH:8][S:9]([C:12]2[S:16][C:15]3[CH:17]=[CH:18][CH:19]=[CH:20][C:14]=3[CH:13]=2)(=[O:11])=[O:10])(=[O:30])=[O:31])=[C:25]([N+:33]([O-:35])=[O:34])[CH:24]=1, predict the reactants needed to synthesize it. The reactants are: [NH2:1][C:2]1[CH:7]=[CH:6][CH:5]=[CH:4][C:3]=1[NH:8][S:9]([C:12]1[S:16][C:15]2[CH:17]=[CH:18][CH:19]=[CH:20][C:14]=2[CH:13]=1)(=[O:11])=[O:10].[CH3:21][O:22][C:23]1[CH:28]=[CH:27][C:26]([S:29](Cl)(=[O:31])=[O:30])=[C:25]([N+:33]([O-:35])=[O:34])[CH:24]=1. (3) The reactants are: [CH:1]([C:9]1[CH:10]=[CH:11][C:12]2[O:13][CH2:14][C:15](=[O:19])[NH:16][C:17]=2[N:18]=1)=CC1C=CC=CC=1.[O:20]=[O+][O-].S(C)C. Given the product [O:19]=[C:15]1[CH2:14][O:13][C:12]2[CH:11]=[CH:10][C:9]([CH:1]=[O:20])=[N:18][C:17]=2[NH:16]1, predict the reactants needed to synthesize it. (4) Given the product [CH3:20][O:19][N:18]([CH3:17])[C:6](=[O:15])[C:7]1[CH:8]=[C:9]([CH3:14])[N:10]=[C:11]([CH3:13])[CH:12]=1, predict the reactants needed to synthesize it. The reactants are: C(O[C:6](=[O:15])[C:7]1[CH:12]=[C:11]([CH3:13])[N:10]=[C:9]([CH3:14])[CH:8]=1)CCC.Cl.[CH3:17][NH:18][O:19][CH3:20].C([Mg]Cl)(C)C. (5) Given the product [CH3:1][O:2][C:3](=[O:23])[C:4]1[C:9]([CH2:10][CH3:11])=[CH:8][C:7]([C:12]2[C:17]([CH2:18][CH3:19])=[CH:16][CH:15]=[CH:14][C:13]=2[CH2:20][CH3:21])=[N:6][C:5]=1[Cl:26], predict the reactants needed to synthesize it. The reactants are: [CH3:1][O:2][C:3](=[O:23])[C:4]1[C:9]([CH2:10][CH3:11])=[CH:8][C:7]([C:12]2[C:17]([CH2:18][CH3:19])=[CH:16][CH:15]=[CH:14][C:13]=2[CH2:20][CH3:21])=[N+:6]([O-])[CH:5]=1.O=P(Cl)(Cl)[Cl:26]. (6) Given the product [CH2:29]([S:36][CH:37]([CH:40]([O:41][CH3:42])[O:43][CH3:44])[CH2:38][NH:39][C:26]([C:10]1[NH:11][C:12]2[C:8]([CH:9]=1)=[CH:7][C:6]([O:5][CH2:4][CH2:3][O:2][CH3:1])=[CH:14][C:13]=2[N:15]([CH3:25])[S:16]([C:19]1[N:20]([CH3:24])[CH:21]=[CH:22][N:23]=1)(=[O:17])=[O:18])=[O:27])[C:30]1[CH:35]=[CH:34][CH:33]=[CH:32][CH:31]=1, predict the reactants needed to synthesize it. The reactants are: [CH3:1][O:2][CH2:3][CH2:4][O:5][C:6]1[CH:7]=[C:8]2[C:12](=[C:13]([N:15]([CH3:25])[S:16]([C:19]3[N:20]([CH3:24])[CH:21]=[CH:22][N:23]=3)(=[O:18])=[O:17])[CH:14]=1)[NH:11][C:10]([C:26](O)=[O:27])=[CH:9]2.[CH2:29]([S:36][CH:37]([CH:40]([O:43][CH3:44])[O:41][CH3:42])[CH2:38][NH2:39])[C:30]1[CH:35]=[CH:34][CH:33]=[CH:32][CH:31]=1.N1(O)C2C=CC=CC=2N=N1.Cl.CN(C)CCCN=C=NCC. (7) Given the product [S:1]1[C:5]2[CH:6]=[CH:7][CH:8]=[CH:9][C:4]=2[N:3]=[C:2]1[S:10][CH2:11][C:12]([N:18]1[C:17]2[CH:21]=[CH:22][CH:23]=[CH:24][C:16]=2[O:15][CH2:20][CH2:19]1)=[O:14], predict the reactants needed to synthesize it. The reactants are: [S:1]1[C:5]2[CH:6]=[CH:7][CH:8]=[CH:9][C:4]=2[N:3]=[C:2]1[S:10][CH2:11][C:12]([OH:14])=O.[O:15]1[CH2:20][CH2:19][NH:18][C:17]2[CH:21]=[CH:22][CH:23]=[CH:24][C:16]1=2. (8) Given the product [CH2:6]([CH:9]1[CH2:14][CH2:13][CH:12]([C:15]([OH:2])=[O:16])[CH2:11][CH2:10]1)[C:7]#[CH:8], predict the reactants needed to synthesize it. The reactants are: S(=O)(=O)(O)[OH:2].[CH2:6]([CH:9]1[CH2:14][CH2:13][CH:12]([CH2:15][OH:16])[CH2:11][CH2:10]1)[C:7]#[CH:8]. (9) Given the product [Cl:1][C:2]1[CH:3]=[C:4]([NH:8][C:9]2[CH:14]=[CH:13][N:12]3[N:15]=[CH:16][C:17]([CH:18]=[C:25]4[N:21]([CH3:20])[C:22](=[O:27])[NH:23][C:24]4=[O:26])=[C:11]3[N:10]=2)[CH:5]=[CH:6][CH:7]=1, predict the reactants needed to synthesize it. The reactants are: [Cl:1][C:2]1[CH:3]=[C:4]([NH:8][C:9]2[CH:14]=[CH:13][N:12]3[N:15]=[CH:16][C:17]([CH:18]=O)=[C:11]3[N:10]=2)[CH:5]=[CH:6][CH:7]=1.[CH3:20][N:21]1[CH2:25][C:24](=[O:26])[NH:23][C:22]1=[O:27].N1CCCCC1. (10) Given the product [C:1]([C:5]1[CH:23]=[CH:22][C:8]([C:9]([NH:11][C:12]2[N:13]=[C:14]3[CH:19]=[CH:18][C:17]([CH3:24])=[N:16][N:15]3[CH:21]=2)=[O:10])=[CH:7][CH:6]=1)([CH3:4])([CH3:3])[CH3:2], predict the reactants needed to synthesize it. The reactants are: [C:1]([C:5]1[CH:23]=[CH:22][C:8]([C:9]([NH:11][C:12]2[N:13]=[C:14]3[CH:19]=[CH:18][C:17](Cl)=[N:16][N:15]3[CH:21]=2)=[O:10])=[CH:7][CH:6]=1)([CH3:4])([CH3:3])[CH3:2].[CH3:24]B(O)O.C(=O)([O-])[O-].[K+].[K+].